Dataset: NCI-60 drug combinations with 297,098 pairs across 59 cell lines. Task: Regression. Given two drug SMILES strings and cell line genomic features, predict the synergy score measuring deviation from expected non-interaction effect. (1) Drug 1: C1=NC2=C(N=C(N=C2N1C3C(C(C(O3)CO)O)O)F)N. Drug 2: CC1CCC2CC(C(=CC=CC=CC(CC(C(=O)C(C(C(=CC(C(=O)CC(OC(=O)C3CCCCN3C(=O)C(=O)C1(O2)O)C(C)CC4CCC(C(C4)OC)OCCO)C)C)O)OC)C)C)C)OC. Cell line: HOP-62. Synergy scores: CSS=4.04, Synergy_ZIP=-2.61, Synergy_Bliss=0.539, Synergy_Loewe=-3.82, Synergy_HSA=-4.28. (2) Drug 1: CCCS(=O)(=O)NC1=C(C(=C(C=C1)F)C(=O)C2=CNC3=C2C=C(C=N3)C4=CC=C(C=C4)Cl)F. Drug 2: CN(C)N=NC1=C(NC=N1)C(=O)N. Cell line: UACC-257. Synergy scores: CSS=53.1, Synergy_ZIP=5.69, Synergy_Bliss=6.16, Synergy_Loewe=-34.8, Synergy_HSA=1.97. (3) Drug 1: C#CCC(CC1=CN=C2C(=N1)C(=NC(=N2)N)N)C3=CC=C(C=C3)C(=O)NC(CCC(=O)O)C(=O)O. Drug 2: CCC1(C2=C(COC1=O)C(=O)N3CC4=CC5=C(C=CC(=C5CN(C)C)O)N=C4C3=C2)O.Cl. Cell line: HL-60(TB). Synergy scores: CSS=67.2, Synergy_ZIP=1.61, Synergy_Bliss=-0.946, Synergy_Loewe=-1.78, Synergy_HSA=-3.11. (4) Cell line: HCT-15. Synergy scores: CSS=74.8, Synergy_ZIP=11.2, Synergy_Bliss=10.7, Synergy_Loewe=-3.83, Synergy_HSA=13.5. Drug 2: CCN(CC)CCCC(C)NC1=C2C=C(C=CC2=NC3=C1C=CC(=C3)Cl)OC. Drug 1: C1=CC(=C2C(=C1NCCNCCO)C(=O)C3=C(C=CC(=C3C2=O)O)O)NCCNCCO.